This data is from Full USPTO retrosynthesis dataset with 1.9M reactions from patents (1976-2016). The task is: Predict the reactants needed to synthesize the given product. (1) The reactants are: Br[C:2]1[C:6]2[N:7]=[C:8]([Cl:11])[N:9]=[CH:10][C:5]=2[S:4][CH:3]=1.[CH2:12]([O:14][C:15]([C:17]1[CH:22]=[CH:21][C:20](B(O)O)=[CH:19][CH:18]=1)=[O:16])[CH3:13]. Given the product [Cl:11][C:8]1[N:9]=[CH:10][C:5]2[S:4][CH:3]=[C:2]([C:20]3[CH:21]=[CH:22][C:17]([C:15]([O:14][CH2:12][CH3:13])=[O:16])=[CH:18][CH:19]=3)[C:6]=2[N:7]=1, predict the reactants needed to synthesize it. (2) Given the product [CH3:1][C:2]1[C:10]2[C:5](=[CH:6][CH:7]=[CH:8][CH:9]=2)[N:4]([CH2:11][CH2:12][C:13]([NH:15][N:16]=[CH:36][C:27]2[CH:26]=[C:25]3[C:24](=[C:29]([CH3:21])[CH:28]=2)[N:23]=[CH:30][CH:31]=[CH:32]3)=[O:14])[CH:3]=1, predict the reactants needed to synthesize it. The reactants are: [CH3:1][C:2]1[C:10]2[C:5](=[CH:6][CH:7]=[CH:8][CH:9]=2)[N:4]([CH2:11][CH2:12][C:13]([NH:15][NH2:16])=[O:14])[CH:3]=1.O.NN.C[C:21]1[C:29]2[C:24](=[CH:25][CH:26]=[CH:27][CH:28]=2)[N:23]([CH2:30][CH2:31][C:32](OC)=O)C=1.[CH3:36]O. (3) Given the product [Cl:1][C:2]1[N:3]=[CH:4][C:5]2[NH:23][C:11](=[O:12])[C:10]([F:17])([CH3:16])[CH2:9][N:8]([CH:18]3[CH2:22][CH2:21][CH2:20][CH2:19]3)[C:6]=2[N:7]=1, predict the reactants needed to synthesize it. The reactants are: [Cl:1][C:2]1[N:7]=[C:6]([N:8]([CH:18]2[CH2:22][CH2:21][CH2:20][CH2:19]2)[CH2:9][C:10]([F:17])([CH3:16])[C:11](OCC)=[O:12])[C:5]([N+:23]([O-])=O)=[CH:4][N:3]=1.Cl. (4) The reactants are: [C:1]([O:10][CH2:11][CH3:12])([O:7][CH2:8]C)([O:4][CH2:5]C)[CH2:2][CH3:3].[CH2:13]([C:15](CO)(CO)CC)O.COCCOCCOC.CC1C=CC(S(O)(=O)=O)=CC=1. Given the product [CH2:2]([C:1]12[O:4][CH2:5][C:12]([CH2:13][CH3:15])([CH2:8][O:7]1)[CH2:11][O:10]2)[CH3:3], predict the reactants needed to synthesize it.